The task is: Predict the reactants needed to synthesize the given product.. This data is from Full USPTO retrosynthesis dataset with 1.9M reactions from patents (1976-2016). (1) Given the product [C:29]([NH:1][C@H:2]1[CH2:3][CH2:4][C@H:5]([NH:8][C:9]2[N:18]=[CH:17][C:16]3[C:11](=[CH:12][C:13]([C:19]([NH:21][CH2:22][C:23]4[CH:24]=[CH:25][CH:26]=[CH:27][CH:28]=4)=[O:20])=[CH:14][CH:15]=3)[N:10]=2)[CH2:6][CH2:7]1)(=[O:31])[CH3:30], predict the reactants needed to synthesize it. The reactants are: [NH2:1][C@H:2]1[CH2:7][CH2:6][C@H:5]([NH:8][C:9]2[N:18]=[CH:17][C:16]3[C:11](=[CH:12][C:13]([C:19]([NH:21][CH2:22][C:23]4[CH:28]=[CH:27][CH:26]=[CH:25][CH:24]=4)=[O:20])=[CH:14][CH:15]=3)[N:10]=2)[CH2:4][CH2:3]1.[C:29](Cl)(=[O:31])[CH3:30].C(N(CC)CC)C.ClC(Cl)C.C(COC)OC. (2) Given the product [NH2:1][C:2](=[O:37])[C:3](=[O:36])[CH:4]([NH:12][C:13]([C:15]1[C:16]([N:21]2[CH:25]=[C:24]3[CH2:26][N:27]([C:29]([O:31][C:32]([CH3:33])([CH3:35])[CH3:34])=[O:30])[CH2:28][C:23]3=[N:22]2)=[N:17][CH:18]=[CH:19][CH:20]=1)=[O:14])[CH2:5][C:6]1[CH:11]=[CH:10][CH:9]=[CH:8][CH:7]=1, predict the reactants needed to synthesize it. The reactants are: [NH2:1][C:2](=[O:37])[CH:3]([OH:36])[CH:4]([NH:12][C:13]([C:15]1[C:16]([N:21]2[CH:25]=[C:24]3[CH2:26][N:27]([C:29]([O:31][C:32]([CH3:35])([CH3:34])[CH3:33])=[O:30])[CH2:28][C:23]3=[N:22]2)=[N:17][CH:18]=[CH:19][CH:20]=1)=[O:14])[CH2:5][C:6]1[CH:11]=[CH:10][CH:9]=[CH:8][CH:7]=1. (3) Given the product [CH3:26][NH:27][C:3](=[O:25])/[C:4](=[N:22]/[O:23][CH3:24])/[C:5](/[CH3:21])=[CH:6]\[CH2:7][O:8][C:9]1[CH:13]=[CH:12][N:11]([C:14]2[CH:15]=[CH:16][C:17]([Cl:20])=[CH:18][CH:19]=2)[N:10]=1, predict the reactants needed to synthesize it. The reactants are: CO[C:3](=[O:25])/[C:4](=[N:22]/[O:23][CH3:24])/[C:5](/[CH3:21])=[CH:6]\[CH2:7][O:8][C:9]1[CH:13]=[CH:12][N:11]([C:14]2[CH:19]=[CH:18][C:17]([Cl:20])=[CH:16][CH:15]=2)[N:10]=1.[CH3:26][NH2:27]. (4) Given the product [I:16][C:7]1[CH:6]=[C:5]([C:8]2[CH:13]=[CH:12][C:11]([C:14]#[N:15])=[CH:10][CH:9]=2)[CH:4]=[CH:3][C:2]=1[OH:1], predict the reactants needed to synthesize it. The reactants are: [OH:1][C:2]1[CH:7]=[CH:6][C:5]([C:8]2[CH:13]=[CH:12][C:11]([C:14]#[N:15])=[CH:10][CH:9]=2)=[CH:4][CH:3]=1.[I:16]N1C(=O)CCC1=O.S(=O)(=O)(O)O.O. (5) Given the product [Cl:1][C:2]1[N:7]=[C:6]([S:12][CH3:11])[C:5]([Cl:9])=[CH:4][N:3]=1, predict the reactants needed to synthesize it. The reactants are: [Cl:1][C:2]1[N:7]=[C:6](Cl)[C:5]([Cl:9])=[CH:4][N:3]=1.O.[CH3:11][S-:12].[Na+].CCCCCC. (6) Given the product [C:1]([O:5][C:6]([N:8]1[CH2:11][C:10]([CH3:30])([CH:12]([C:14]2[CH:15]=[C:16]3[C:25](=[CH:26][CH:27]=2)[O:24][CH2:23][C:22]2[N:17]3[C@H:18]([CH3:29])[C:19](=[O:28])[NH:20][N:21]=2)[CH3:13])[CH2:9]1)=[O:7])([CH3:2])([CH3:3])[CH3:4], predict the reactants needed to synthesize it. The reactants are: [C:1]([O:5][C:6]([N:8]1[CH2:11][C:10]([CH3:30])([C:12]([C:14]2[CH:15]=[C:16]3[C:25](=[CH:26][CH:27]=2)[O:24][CH2:23][C:22]2[N:17]3[C@H:18]([CH3:29])[C:19](=[O:28])[NH:20][N:21]=2)=[CH2:13])[CH2:9]1)=[O:7])([CH3:4])([CH3:3])[CH3:2].